Dataset: Reaction yield outcomes from USPTO patents with 853,638 reactions. Task: Predict the reaction yield, written as a fraction of the theoretical maximum amount of product (1.0 means a 100% yield; for example, 0.34 means a 34% yield). (1) The reactants are [F:1][C:2]1[CH:30]=[CH:29][C:5]2[N:6]([CH:10]3[CH2:15][CH2:14][N:13]([C:16]4([CH3:28])[CH2:20][CH2:19][N:18]([C:21]([O:23][C:24](C)(C)C)=[O:22])[CH2:17]4)[CH2:12][CH2:11]3)[C:7](=[O:9])[NH:8][C:4]=2[CH:3]=1.C(Cl)(=O)OC. No catalyst specified. The product is [F:1][C:2]1[CH:30]=[CH:29][C:5]2[N:6]([CH:10]3[CH2:15][CH2:14][N:13]([C:16]4([CH3:28])[CH2:20][CH2:19][N:18]([C:21]([O:23][CH3:24])=[O:22])[CH2:17]4)[CH2:12][CH2:11]3)[C:7](=[O:9])[NH:8][C:4]=2[CH:3]=1. The yield is 0.628. (2) The reactants are [N:1]([C@@H:4]1[C@@H:17]([OH:18])[C@H:16]([O:19][CH2:20][C:21]2[CH:30]=[CH:29][C:28]3[C:23](=[CH:24][CH:25]=[CH:26][CH:27]=3)[CH:22]=2)[C@@H:15]([CH2:31][OH:32])[O:14][CH:5]1[S:6][C:7]1[CH:12]=[CH:11][C:10]([CH3:13])=[CH:9][CH:8]=1)=[N+:2]=[N-:3].CCN(CC)CC.[CH3:40][C:41]([Si:44](Cl)([C:51]1[CH:56]=[CH:55][CH:54]=[CH:53][CH:52]=1)[C:45]1[CH:50]=[CH:49][CH:48]=[CH:47][CH:46]=1)([CH3:43])[CH3:42]. The catalyst is CN(C1C=CN=CC=1)C.C(Cl)Cl. The product is [N:1]([C@@H:4]1[C@@H:17]([OH:18])[C@H:16]([O:19][CH2:20][C:21]2[CH:30]=[CH:29][C:28]3[C:23](=[CH:24][CH:25]=[CH:26][CH:27]=3)[CH:22]=2)[C@@H:15]([CH2:31][O:32][Si:44]([C:41]([CH3:43])([CH3:42])[CH3:40])([C:51]2[CH:52]=[CH:53][CH:54]=[CH:55][CH:56]=2)[C:45]2[CH:50]=[CH:49][CH:48]=[CH:47][CH:46]=2)[O:14][CH:5]1[S:6][C:7]1[CH:8]=[CH:9][C:10]([CH3:13])=[CH:11][CH:12]=1)=[N+:2]=[N-:3]. The yield is 0.900. (3) The reactants are [CH3:1][C:2]1[CH:7]=[CH:6][C:5]([C:8]2([C:18]3[CH:23]=[CH:22][C:21]([CH3:24])=[CH:20][CH:19]=3)[CH:12]3[CH2:13][NH:14][CH2:15][CH2:16][N:11]3[C:10](=[O:17])[O:9]2)=[CH:4][CH:3]=1.[F:25][C:26]1[CH:31]=[C:30]([F:32])[CH:29]=[CH:28][C:27]=1[N:33]=[C:34]=[O:35]. The catalyst is O1CCCC1.O. The product is [CH3:1][C:2]1[CH:3]=[CH:4][C:5]([C:8]2([C:18]3[CH:23]=[CH:22][C:21]([CH3:24])=[CH:20][CH:19]=3)[CH:12]3[CH2:13][N:14]([C:34]([NH:33][C:27]4[CH:28]=[CH:29][C:30]([F:32])=[CH:31][C:26]=4[F:25])=[O:35])[CH2:15][CH2:16][N:11]3[C:10](=[O:17])[O:9]2)=[CH:6][CH:7]=1. The yield is 0.680. (4) The catalyst is CO. The product is [OH:3][CH:4]1[CH2:5][CH2:6][C:7]2([CH2:12][CH2:11][N:10]([C:13]([O:15][C:16]([CH3:17])([CH3:18])[CH3:19])=[O:14])[CH2:9][CH2:8]2)[CH2:20][CH2:21]1. The yield is 0.950. The reactants are [BH4-].[Na+].[O:3]=[C:4]1[CH2:21][CH2:20][C:7]2([CH2:12][CH2:11][N:10]([C:13]([O:15][C:16]([CH3:19])([CH3:18])[CH3:17])=[O:14])[CH2:9][CH2:8]2)[CH2:6][CH2:5]1. (5) The reactants are N.C([N:9]1[CH2:13][CH:12]([CH2:14][CH:15]([CH3:19])[CH2:16][CH2:17][CH3:18])[CH2:11][C:10]1=[O:20])C1C=CC=CC=1.[Na]. The catalyst is C1COCC1. The product is [CH3:19][CH:15]([CH2:16][CH2:17][CH3:18])[CH2:14][CH:12]1[CH2:13][NH:9][C:10](=[O:20])[CH2:11]1. The yield is 0.860. (6) The reactants are C[O:2][C:3](=[O:24])[C@@H:4]([N:9]1[CH2:13][C:12]([O:14][C:15]2[CH:20]=[C:19]([F:21])[CH:18]=[CH:17][C:16]=2[F:22])=[CH:11][C:10]1=[O:23])[CH2:5][CH:6]([CH3:8])[CH3:7].O.[OH-].[Li+].Cl. The catalyst is O1CCCC1.O. The product is [F:22][C:16]1[CH:17]=[CH:18][C:19]([F:21])=[CH:20][C:15]=1[O:14][C:12]1[CH2:13][N:9]([C@@H:4]([CH2:5][CH:6]([CH3:8])[CH3:7])[C:3]([OH:24])=[O:2])[C:10](=[O:23])[CH:11]=1. The yield is 0.990. (7) The reactants are [CH3:1][C:2]1[CH:10]=[CH:9][C:5](C(O)=O)=[CH:4][C:3]=1[C:11]([O:13][CH3:14])=[O:12].C([N:17]([CH2:20]C)CC)C.P(N=[N+]=[N-])(OC1C=CC=CC=1)(OC1C=CC=CC=1)=[O:23].[NH2:41][C:42]1[CH:46]=[C:45]([Cl:47])[N:44]([C:48]2[CH:53]=[CH:52][C:51]([C:54]3[CH:59]=[CH:58][CH:57]=[C:56]([O:60][CH3:61])[C:55]=3[OH:62])=[CH:50][CH:49]=2)[C:43]=1[C:63]([O:65][CH2:66][CH3:67])=[O:64]. The catalyst is C1(C)C=CC=CC=1.O. The product is [Cl:47][C:45]1[N:44]([C:48]2[CH:53]=[CH:52][C:51]([C:54]3[CH:59]=[CH:58][CH:57]=[C:56]([O:60][CH3:61])[C:55]=3[OH:62])=[CH:50][CH:49]=2)[C:43]([C:63]([O:65][CH2:66][CH3:67])=[O:64])=[C:42]([NH:41][C:20]([NH:17][C:5]2[CH:9]=[CH:10][C:2]([CH3:1])=[C:3]([C:11]([O:13][CH3:14])=[O:12])[CH:4]=2)=[O:23])[CH:46]=1. The yield is 0.335. (8) The reactants are [CH3:1][C@@H:2]1[CH2:7][N:6]([C:8]2[CH:9]=[CH:10][C:11]3[N:12]([C:14]([C:17]([F:20])([F:19])[F:18])=[N:15][N:16]=3)[N:13]=2)[C@@H:5]([CH3:21])[CH2:4][N:3]1C(OC(C)(C)C)=O.C(O)(C(F)(F)F)=O. No catalyst specified. The product is [CH3:21][C@H:5]1[CH2:4][NH:3][C@H:2]([CH3:1])[CH2:7][N:6]1[C:8]1[CH:9]=[CH:10][C:11]2[N:12]([C:14]([C:17]([F:20])([F:19])[F:18])=[N:15][N:16]=2)[N:13]=1. The yield is 0.780.